From a dataset of Forward reaction prediction with 1.9M reactions from USPTO patents (1976-2016). Predict the product of the given reaction. (1) Given the reactants [F:1][C:2]([F:44])([F:43])[C:3]1[CH:4]=[C:5]([C:13]([CH3:42])([CH3:41])[C:14]([N:16]([C:18]2[C:19]([C:33]3[CH:38]=[CH:37][C:36]([F:39])=[CH:35][C:34]=3[CH3:40])=[CH:20][C:21]([N:24]3[CH2:29][CH2:28][CH:27]([CH2:30][S:31][CH3:32])[CH2:26][CH2:25]3)=[N:22][CH:23]=2)[CH3:17])=[O:15])[CH:6]=[C:7]([C:9]([F:12])([F:11])[F:10])[CH:8]=1.ClC1C=CC=C(C(OO)=[O:53])C=1.S([O-])(O)=O.[Na+], predict the reaction product. The product is: [F:44][C:2]([F:1])([F:43])[C:3]1[CH:4]=[C:5]([C:13]([CH3:41])([CH3:42])[C:14]([N:16]([C:18]2[C:19]([C:33]3[CH:38]=[CH:37][C:36]([F:39])=[CH:35][C:34]=3[CH3:40])=[CH:20][C:21]([N:24]3[CH2:25][CH2:26][CH:27]([CH2:30][S:31]([CH3:32])=[O:53])[CH2:28][CH2:29]3)=[N:22][CH:23]=2)[CH3:17])=[O:15])[CH:6]=[C:7]([C:9]([F:10])([F:11])[F:12])[CH:8]=1. (2) Given the reactants [N+:1]([C:4]1[CH:74]=[CH:73][C:7]([CH2:8][CH:9]2[CH2:24][N:23]([CH2:25][C:26]([O:28]C(C)(C)C)=[O:27])[CH2:22][CH2:21][N:20]([CH2:33][C:34]([O:36]C(C)(C)C)=[O:35])[CH2:19][CH2:18][N:17]([CH2:41][C:42]([O:44]C(C)(C)C)=[O:43])[CH2:16][CH2:15][N:14]([CH2:49][C:50]([O:52]C(C)(C)C)=[O:51])[CH2:13][CH2:12][N:11]([CH2:57][C:58]([O:60]C(C)(C)C)=[O:59])[N:10]2[CH2:65][C:66]([O:68]C(C)(C)C)=[O:67])=[CH:6][CH:5]=1)([O-:3])=[O:2].Cl, predict the reaction product. The product is: [N+:1]([C:4]1[CH:74]=[CH:73][C:7]([CH2:8][CH:9]2[CH2:24][N:23]([CH2:25][C:26]([OH:28])=[O:27])[CH2:22][CH2:21][N:20]([CH2:33][C:34]([OH:36])=[O:35])[CH2:19][CH2:18][N:17]([CH2:41][C:42]([OH:44])=[O:43])[CH2:16][CH2:15][N:14]([CH2:49][C:50]([OH:52])=[O:51])[CH2:13][CH2:12][N:11]([CH2:57][C:58]([OH:60])=[O:59])[N:10]2[CH2:65][C:66]([OH:68])=[O:67])=[CH:6][CH:5]=1)([O-:3])=[O:2]. (3) Given the reactants [CH3:1][C:2]1[CH:7]=[CH:6][CH:5]=[C:4]([CH3:8])[C:3]=1[NH:9][C:10](=[O:42])[CH2:11][N:12]1[CH2:17][CH2:16][N:15](CC(O)COC2C=CC3OC(C4C=CC=C(C(F)(F)F)C=4)=NC=3C=2)[CH2:14][CH2:13]1.[CH3:43][C:44]1[CH:53]=[CH:52][C:51]2[C:46](=[CH:47][C:48]([O:54][CH2:55][CH:56]3[CH2:58][O:57]3)=[CH:49][CH:50]=2)[N:45]=1, predict the reaction product. The product is: [CH3:8][C:4]1[CH:5]=[CH:6][CH:7]=[C:2]([CH3:1])[C:3]=1[NH:9][C:10](=[O:42])[CH2:11][N:12]1[CH2:13][CH2:14][N:15]([CH2:58][CH:56]([OH:57])[CH2:55][O:54][C:48]2[CH:47]=[C:46]3[C:51]([CH:52]=[CH:53][C:44]([CH3:43])=[N:45]3)=[CH:50][CH:49]=2)[CH2:16][CH2:17]1. (4) Given the reactants [NH2:1][C@@H:2]1[C:16](=[O:17])[N:15]2[CH2:18][C@H:19]([O:21][C:22]3[C:23]4[CH:36]=[CH:35][S:34][C:24]=4[N:25]=[C:26]([C:28]4[CH:33]=[CH:32][CH:31]=[CH:30][N:29]=4)[N:27]=3)[CH2:20][C@H:14]2[C:13](=[O:37])[NH:12][C@:11]2([C:39]([O:41][CH3:42])=[O:40])[CH2:38][C@H:10]2[CH:9]=[CH:8][CH2:7][CH2:6][CH2:5][CH2:4][CH2:3]1.C(N(CC)CC)C.[C:50](=O)([O:57]C1C=CC([N+]([O-])=O)=CC=1)[O:51][CH:52]1[CH2:56][CH2:55][CH2:54][CH2:53]1.C(=O)(O)[O-].[Na+], predict the reaction product. The product is: [CH:52]1([O:51][C:50]([NH:1][C@@H:2]2[C:16](=[O:17])[N:15]3[CH2:18][C@H:19]([O:21][C:22]4[C:23]5[CH:36]=[CH:35][S:34][C:24]=5[N:25]=[C:26]([C:28]5[CH:33]=[CH:32][CH:31]=[CH:30][N:29]=5)[N:27]=4)[CH2:20][C@H:14]3[C:13](=[O:37])[NH:12][C@:11]3([C:39]([O:41][CH3:42])=[O:40])[CH2:38][C@H:10]3[CH:9]=[CH:8][CH2:7][CH2:6][CH2:5][CH2:4][CH2:3]2)=[O:57])[CH2:56][CH2:55][CH2:54][CH2:53]1. (5) Given the reactants [CH3:1][C:2]1[C:3]([N:10]2[CH2:15][CH2:14][N:13]([C:16]([C:18]3[N:23]=[CH:22][C:21]([N:24]4[CH2:28][CH2:27][NH:26][C:25]4=[O:29])=[CH:20][CH:19]=3)=[O:17])[CH2:12][CH2:11]2)=[N:4][C:5]([CH3:9])=[C:6]([CH3:8])[CH:7]=1.[CH3:30]I, predict the reaction product. The product is: [CH3:30][N:26]1[CH2:27][CH2:28][N:24]([C:21]2[CH:22]=[N:23][C:18]([C:16]([N:13]3[CH2:12][CH2:11][N:10]([C:3]4[C:2]([CH3:1])=[CH:7][C:6]([CH3:8])=[C:5]([CH3:9])[N:4]=4)[CH2:15][CH2:14]3)=[O:17])=[CH:19][CH:20]=2)[C:25]1=[O:29]. (6) Given the reactants [Br:1][C:2]1[C:3]([F:12])=[CH:4][C:5]2[O:9][C:8](=[O:10])[NH:7][C:6]=2[CH:11]=1.[CH3:13]S(C)=O.CI.C(=O)([O-])[O-].[K+].[K+], predict the reaction product. The product is: [Br:1][C:2]1[C:3]([F:12])=[CH:4][C:5]2[O:9][C:8](=[O:10])[N:7]([CH3:13])[C:6]=2[CH:11]=1. (7) Given the reactants Cl[C:2]1[N:10]=[C:9]([C:11]([F:14])([F:13])[F:12])[N:8]=[C:7]2[C:3]=1[N:4]=[CH:5][N:6]2[CH2:15][C:16]1[CH:21]=[CH:20][C:19]([O:22][CH3:23])=[CH:18][CH:17]=1.C([Sn](CCCC)(CCCC)[C:29]1[O:30][CH:31]=[CH:32][CH:33]=1)CCC, predict the reaction product. The product is: [O:30]1[CH:31]=[CH:32][CH:33]=[C:29]1[C:2]1[N:10]=[C:9]([C:11]([F:14])([F:13])[F:12])[N:8]=[C:7]2[C:3]=1[N:4]=[CH:5][N:6]2[CH2:15][C:16]1[CH:21]=[CH:20][C:19]([O:22][CH3:23])=[CH:18][CH:17]=1. (8) Given the reactants Br[C:2]1[CH:7]=[CH:6][C:5]([C:8]2[NH:12][C:11]([C@@H:13]3[CH2:17][CH2:16][CH2:15][N:14]3[C:18]([O:20][C:21]([CH3:24])([CH3:23])[CH3:22])=[O:19])=[N:10][CH:9]=2)=[CH:4][CH:3]=1.[O:25]=[S:26]1(=[O:57])[CH2:31][CH2:30][N:29]([CH2:32][C:33]2[CH:38]=[CH:37][C:36]([NH:39][C:40](=[O:56])[C:41]3[CH:46]=[CH:45][C:44](B4OC(C)(C)C(C)(C)O4)=[CH:43][CH:42]=3)=[CH:35][CH:34]=2)[CH2:28][CH2:27]1.C([O-])([O-])=O.[Cs+].[Cs+].B([O-])[O-], predict the reaction product. The product is: [O:57]=[S:26]1(=[O:25])[CH2:31][CH2:30][N:29]([CH2:32][C:33]2[CH:34]=[CH:35][C:36]([NH:39][C:40]([C:41]3[CH:42]=[CH:43][C:44]([C:2]4[CH:7]=[CH:6][C:5]([C:8]5[N:12]=[C:11]([C@@H:13]6[CH2:17][CH2:16][CH2:15][N:14]6[C:18]([O:20][C:21]([CH3:24])([CH3:23])[CH3:22])=[O:19])[NH:10][CH:9]=5)=[CH:4][CH:3]=4)=[CH:45][CH:46]=3)=[O:56])=[CH:37][CH:38]=2)[CH2:28][CH2:27]1.